From a dataset of Full USPTO retrosynthesis dataset with 1.9M reactions from patents (1976-2016). Predict the reactants needed to synthesize the given product. (1) Given the product [CH2:30]([O:37][C:38]1[CH:39]=[C:40]([C:44]2[C:48]([C:49]3[CH:54]=[CH:53][N:52]=[C:51]([NH:55][C:56]4[CH:64]=[CH:63][C:59]([C:60]([N:14]5[CH2:16][CH2:17][CH2:18][CH2:19]5)=[O:62])=[CH:58][CH:57]=4)[N:50]=3)=[CH:47][NH:46][N:45]=2)[CH:41]=[CH:42][CH:43]=1)[C:31]1[CH:32]=[CH:33][CH:34]=[CH:35][CH:36]=1, predict the reactants needed to synthesize it. The reactants are: [B-](F)(F)(F)F.CN(C(O[N:14]1[C:19](=O)[CH:18]=[CH:17][CH:16]=C1)=[N+](C)C)C.C(N(C(C)C)CC)(C)C.[CH2:30]([O:37][C:38]1[CH:39]=[C:40]([C:44]2[C:48]([C:49]3[CH:54]=[CH:53][N:52]=[C:51]([NH:55][C:56]4[CH:64]=[CH:63][C:59]([C:60]([OH:62])=O)=[CH:58][CH:57]=4)[N:50]=3)=[CH:47][NH:46][N:45]=2)[CH:41]=[CH:42][CH:43]=1)[C:31]1[CH:36]=[CH:35][CH:34]=[CH:33][CH:32]=1.N1CCCC1. (2) Given the product [CH3:31][C@H:29]1[CH2:28][N:27]([C:2]2[N:7]=[C:6]([C:8]3[CH:9]=[C:10]([OH:14])[CH:11]=[CH:12][CH:13]=3)[N:5]=[C:4]3[N:15]([C:18]4[CH:23]=[CH:22][CH:21]=[CH:20][CH:19]=4)[N:16]=[CH:17][C:3]=23)[CH2:26][C@@H:25]([CH3:24])[O:30]1, predict the reactants needed to synthesize it. The reactants are: Br[C:2]1[N:7]=[C:6]([C:8]2[CH:9]=[C:10]([OH:14])[CH:11]=[CH:12][CH:13]=2)[N:5]=[C:4]2[N:15]([C:18]3[CH:23]=[CH:22][CH:21]=[CH:20][CH:19]=3)[N:16]=[CH:17][C:3]=12.[CH3:24][C@H:25]1[O:30][C@@H:29]([CH3:31])[CH2:28][NH:27][CH2:26]1. (3) Given the product [CH2:13]([O:9][C:8]([C:7]1[C:2]([CH3:1])=[N:3][CH:4]=[N:5][C:6]=1[CH3:11])=[O:10])[CH3:14], predict the reactants needed to synthesize it. The reactants are: [CH3:1][C:2]1[C:7]([C:8]([OH:10])=[O:9])=[C:6]([CH3:11])[N:5]=[CH:4][N:3]=1.N[CH2:13][C:14]1C=C(C=CC=1)CN(CC1NC2C=CC=CC=2N=1)C1C2N=CC=CC=2CCC1.C1C=CC2N(O)N=NC=2C=1.CN1CCOCC1.CCN=C=NCCCN(C)C. (4) Given the product [NH2:8][C@H:16]([C@@H:24]([OH:42])[CH2:25][C@@H:26]([NH:34][C:35]([O:37][C:38]([CH3:40])([CH3:39])[CH3:41])=[O:36])[CH2:27][C:28]1[CH:29]=[CH:30][CH:31]=[CH:32][CH:33]=1)[CH2:17][C:18]1[CH:19]=[CH:20][CH:21]=[CH:22][CH:23]=1, predict the reactants needed to synthesize it. The reactants are: C([N:8]([C@H:16]([C@@H:24]([OH:42])[CH2:25][C@@H:26]([NH:34][C:35]([O:37][C:38]([CH3:41])([CH3:40])[CH3:39])=[O:36])[CH2:27][C:28]1[CH:33]=[CH:32][CH:31]=[CH:30][CH:29]=1)[CH2:17][C:18]1[CH:23]=[CH:22][CH:21]=[CH:20][CH:19]=1)CC1C=CC=CC=1)C1C=CC=CC=1.C([O-])=O.[NH4+].C(O)(=O)C. (5) Given the product [F:1][C:2]1[CH:10]=[C:9]2[C:5]([C:6]([C:12]3[N:13]=[C:14]4[C:20]([C:21]([NH:44][C:45]5([CH3:56])[CH2:48][N:47]([C:49]([O:51][C:52]([CH3:55])([CH3:54])[CH3:53])=[O:50])[CH2:46]5)=[O:22])=[CH:19][NH:18][C:15]4=[N:16][CH:17]=3)=[N:7][N:8]2[CH3:11])=[CH:4][CH:3]=1, predict the reactants needed to synthesize it. The reactants are: [F:1][C:2]1[CH:10]=[C:9]2[C:5]([C:6]([C:12]3[N:13]=[C:14]4[C:20]([C:21](O)=[O:22])=[CH:19][NH:18][C:15]4=[N:16][CH:17]=3)=[N:7][N:8]2[CH3:11])=[CH:4][CH:3]=1.CCN(C(C)C)C(C)C.CCN=C=NCCCN(C)C.[NH2:44][C:45]1([CH3:56])[CH2:48][N:47]([C:49]([O:51][C:52]([CH3:55])([CH3:54])[CH3:53])=[O:50])[CH2:46]1. (6) Given the product [C:1]1([C:11]2[N:16]=[N:15][C:14]([OH:17])=[CH:13][C:12]=2[C:18]2[CH:19]=[CH:20][N:21]=[CH:22][CH:23]=2)[C:10]2[C:5](=[CH:6][CH:7]=[CH:8][CH:9]=2)[CH:4]=[CH:3][CH:2]=1, predict the reactants needed to synthesize it. The reactants are: [C:1]1([C:11]2[CH:12]([C:18]3[CH:23]=[CH:22][N:21]=[CH:20][CH:19]=3)[CH2:13][C:14](=[O:17])[NH:15][N:16]=2)[C:10]2[C:5](=[CH:6][CH:7]=[CH:8][CH:9]=2)[CH:4]=[CH:3][CH:2]=1.BrBr. (7) The reactants are: [H-].[Al+3].[Li+].[H-].[H-].[H-].C([O:9][C:10]([C:12]1[N:13]([CH2:25][CH2:26][NH:27][C:28]([O:30][C:31]([CH3:34])([CH3:33])[CH3:32])=[O:29])[N:14]=[C:15]([CH2:17][O:18][C:19]2[CH:24]=[CH:23][CH:22]=[CH:21][CH:20]=2)[CH:16]=1)=O)C. Given the product [C:31]([O:30][C:28](=[O:29])[NH:27][CH2:26][CH2:25][N:13]1[C:12]([CH2:10][OH:9])=[CH:16][C:15]([CH2:17][O:18][C:19]2[CH:20]=[CH:21][CH:22]=[CH:23][CH:24]=2)=[N:14]1)([CH3:34])([CH3:32])[CH3:33], predict the reactants needed to synthesize it. (8) Given the product [Br:14][C:15]1[CH:16]=[C:17]2[C:21](=[CH:22][CH:23]=1)[NH:20][C:19]([C:24]([NH:1][C@@H:2]1[CH2:6][CH2:5][NH:4][CH2:3]1)=[O:25])=[CH:18]2, predict the reactants needed to synthesize it. The reactants are: [NH2:1][C@@H:2]1[CH2:6][CH2:5][N:4](C(OC(C)(C)C)=O)[CH2:3]1.[Br:14][C:15]1[CH:16]=[C:17]2[C:21](=[CH:22][CH:23]=1)[NH:20][C:19]([C:24](O)=[O:25])=[CH:18]2.N.